From a dataset of Forward reaction prediction with 1.9M reactions from USPTO patents (1976-2016). Predict the product of the given reaction. (1) Given the reactants F[C:2]1[CH:9]=[C:8]([F:10])[CH:7]=[CH:6][C:3]=1[C:4]#[N:5].[CH3:11][S-:12], predict the reaction product. The product is: [F:10][C:8]1[CH:7]=[CH:6][C:3]([C:4]#[N:5])=[C:2]([S:12][CH3:11])[CH:9]=1. (2) Given the reactants Br[CH2:2][C:3]([CH:5]1[CH2:10][CH2:9][N:8]([C:11]([O:13][CH2:14][C:15]2[CH:20]=[CH:19][CH:18]=[CH:17][CH:16]=2)=[O:12])[CH2:7][CH2:6]1)=[O:4].[C:21]([O:26][CH2:27][CH3:28])(=[O:25])[C:22]#[C:23][CH3:24].[N:29]1[CH:34]=[CH:33][N:32]=[CH:31][CH:30]=1.C(=O)([O-])[O-].[K+].[K+], predict the reaction product. The product is: [CH2:14]([O:13][C:11]([N:8]1[CH2:9][CH2:10][CH:5]([C:3]([C:2]2[N:29]3[CH:34]=[CH:33][N:32]=[CH:31][C:30]3=[C:22]([C:21]([O:26][CH2:27][CH3:28])=[O:25])[C:23]=2[CH3:24])=[O:4])[CH2:6][CH2:7]1)=[O:12])[C:15]1[CH:20]=[CH:19][CH:18]=[CH:17][CH:16]=1. (3) Given the reactants [F:1][C:2]([F:26])([F:25])[C:3]1[N:8]2[N:9]=[CH:10][C:11]([C:12](O)=[O:13])=[C:7]2[N:6]=[C:5]([C:15]2[CH:20]=[CH:19][C:18]([C:21]([F:24])([F:23])[F:22])=[CH:17][CH:16]=2)[CH:4]=1.[NH2:27][C:28]1[CH:29]=[C:30]([S:34]([NH:37][CH2:38][CH3:39])(=[O:36])=[O:35])[CH:31]=[CH:32][CH:33]=1, predict the reaction product. The product is: [CH2:38]([NH:37][S:34]([C:30]1[CH:29]=[C:28]([NH:27][C:12]([C:11]2[CH:10]=[N:9][N:8]3[C:3]([C:2]([F:26])([F:25])[F:1])=[CH:4][C:5]([C:15]4[CH:20]=[CH:19][C:18]([C:21]([F:24])([F:22])[F:23])=[CH:17][CH:16]=4)=[N:6][C:7]=23)=[O:13])[CH:33]=[CH:32][CH:31]=1)(=[O:36])=[O:35])[CH3:39]. (4) Given the reactants C([O-])([O-])=O.[Cs+].[Cs+].C[C:8]1([CH3:48])C2C(=C(P(C3C=CC=CC=3)C3C=CC=CC=3)C=CC=2)OC2C(P(C3C=CC=CC=3)C3C=CC=CC=3)=CC=CC1=2.C[NH2:50].[CH3:51][O:52][C:53]([C:55]1[CH:60]=[C:59]([CH3:61])[N:58]=[C:57](Cl)[CH:56]=1)=[O:54], predict the reaction product. The product is: [CH3:51][O:52][C:53](=[O:54])[C:55]1[CH:60]=[C:59]([CH3:61])[N:58]=[C:57]([NH:50][CH2:8][CH3:48])[CH:56]=1. (5) Given the reactants N[C:2]1[CH:7]=[N:6][C:5]([C:8]([F:11])([F:10])[F:9])=[CH:4][N:3]=1.FC(F)(F)C1N=CC(=O)NC=1.C([O-])(O)=O.[Na+].O=P(Cl)(Cl)[Cl:30], predict the reaction product. The product is: [Cl:30][C:2]1[CH:7]=[N:6][C:5]([C:8]([F:11])([F:10])[F:9])=[CH:4][N:3]=1. (6) The product is: [C:28]1([C@H:27]2[CH2:23][CH2:24][CH:25]=[CH:26]2)[CH:29]=[CH:30][CH:31]=[CH:32][CH:33]=1. Given the reactants IC1C=CC=CC=1.[N+](C1C=CC(C(O)=O)=CC=1)([O-])=O.CCC[CH2:23][CH2:24][CH2:25][CH2:26][CH2:27][CH2:28][CH2:29][CH2:30][CH2:31][CH2:32][CH3:33].C1CCCC=1, predict the reaction product. (7) Given the reactants [CH:1]([O:4][C:5]1[CH:13]=[CH:12][C:11]([S:14]([CH3:17])(=[O:16])=[O:15])=[CH:10][C:6]=1[C:7]([OH:9])=O)([CH3:3])[CH3:2].Cl.[CH3:19][C:20]([CH3:35])([CH3:34])[C:21]([C:23]1[S:27][C:26]([N:28]2[CH2:33][CH2:32][NH:31][CH2:30][CH2:29]2)=[N:25][CH:24]=1)=[O:22], predict the reaction product. The product is: [CH:1]([O:4][C:5]1[CH:13]=[CH:12][C:11]([S:14]([CH3:17])(=[O:16])=[O:15])=[CH:10][C:6]=1[C:7]([N:31]1[CH2:32][CH2:33][N:28]([C:26]2[S:27][C:23]([C:21](=[O:22])[C:20]([CH3:34])([CH3:19])[CH3:35])=[CH:24][N:25]=2)[CH2:29][CH2:30]1)=[O:9])([CH3:2])[CH3:3]. (8) The product is: [Br:1][C:2]1[S:11][C:5]2[N:6]=[CH:7][N:8]=[C:9]([Cl:13])[C:4]=2[CH:3]=1. Given the reactants [Br:1][C:2]1[S:11][C:5]2[N:6]=[CH:7][NH:8][C:9](=O)[C:4]=2[CH:3]=1.O(Cl)[Cl:13].C([O-])(O)=O.[Na+], predict the reaction product. (9) The product is: [CH3:15][S:16]([O:14][C@H:12]1[CH2:13][C@@H:10]([CH2:9][O:8][CH2:1][C:2]2[CH:7]=[CH:6][CH:5]=[CH:4][CH:3]=2)[CH2:11]1)(=[O:18])=[O:17]. Given the reactants [CH2:1]([O:8][CH2:9][C@@H:10]1[CH2:13][C@H:12]([OH:14])[CH2:11]1)[C:2]1[CH:7]=[CH:6][CH:5]=[CH:4][CH:3]=1.[CH3:15][S:16](Cl)(=[O:18])=[O:17], predict the reaction product. (10) The product is: [C:20]([N:28]1[C:33](=[O:34])[CH:32]=[CH:31][N:30]([CH2:59]/[CH:58]=[CH:57]\[CH2:56][O:55][C:36]([C:49]2[CH:54]=[CH:53][CH:52]=[CH:51][CH:50]=2)([C:37]2[CH:38]=[CH:39][CH:40]=[CH:41][CH:42]=2)[C:43]2[CH:48]=[CH:47][CH:46]=[CH:45][CH:44]=2)[C:29]1=[O:35])(=[O:27])[C:21]1[CH:22]=[CH:23][CH:24]=[CH:25][CH:26]=1. Given the reactants C1(P(C2C=CC=CC=2)C2C=CC=CC=2)C=CC=CC=1.[C:20]([N:28]1[C:33](=[O:34])[CH:32]=[CH:31][NH:30][C:29]1=[O:35])(=[O:27])[C:21]1[CH:26]=[CH:25][CH:24]=[CH:23][CH:22]=1.[C:36]([O:55][CH2:56][CH:57]=[CH:58][CH2:59]O)([C:49]1[CH:54]=[CH:53][CH:52]=[CH:51][CH:50]=1)([C:43]1[CH:48]=[CH:47][CH:46]=[CH:45][CH:44]=1)[C:37]1[CH:42]=[CH:41][CH:40]=[CH:39][CH:38]=1.CC(OC(/N=N/C(OC(C)C)=O)=O)C, predict the reaction product.